Dataset: Reaction yield outcomes from USPTO patents with 853,638 reactions. Task: Predict the reaction yield, written as a fraction of the theoretical maximum amount of product (1.0 means a 100% yield; for example, 0.34 means a 34% yield). The reactants are [CH2:1]([C:3]1[C:12]2[C:11](=[O:13])[O:10][C:9]([C:14]3[C:15](F)=[N:16][CH:17]=[CH:18][CH:19]=3)=[N:8][C:7]=2[CH:6]=[C:5]([O:21][CH3:22])[CH:4]=1)[CH3:2].[CH3:23][N:24]([CH3:30])[C@H:25]1[CH2:29][CH2:28][NH:27][CH2:26]1. The catalyst is O1CCOCC1. The product is [CH3:23][N:24]([CH3:30])[C@H:25]1[CH2:29][CH2:28][N:27]([C:15]2[C:14]([C:9]3[O:10][C:11](=[O:13])[C:12]4[C:3]([CH2:1][CH3:2])=[CH:4][C:5]([O:21][CH3:22])=[CH:6][C:7]=4[N:8]=3)=[CH:19][CH:18]=[CH:17][N:16]=2)[CH2:26]1. The yield is 0.700.